From a dataset of Aqueous solubility values for 9,982 compounds from the AqSolDB database. Regression/Classification. Given a drug SMILES string, predict its absorption, distribution, metabolism, or excretion properties. Task type varies by dataset: regression for continuous measurements (e.g., permeability, clearance, half-life) or binary classification for categorical outcomes (e.g., BBB penetration, CYP inhibition). For this dataset (solubility_aqsoldb), we predict Y. The molecule is CSc1nc2ccccc2s1. The Y is -3.16 log mol/L.